Task: Regression. Given a peptide amino acid sequence and an MHC pseudo amino acid sequence, predict their binding affinity value. This is MHC class I binding data.. Dataset: Peptide-MHC class I binding affinity with 185,985 pairs from IEDB/IMGT The peptide sequence is TLDTMDDMKK. The MHC is HLA-A03:01 with pseudo-sequence HLA-A03:01. The binding affinity (normalized) is 0.387.